This data is from Forward reaction prediction with 1.9M reactions from USPTO patents (1976-2016). The task is: Predict the product of the given reaction. (1) Given the reactants Cl.C([O:9][C:10]1[CH:19]=[C:18]2[C:13]([C:14]([NH:20][C:21]3[CH:26]=[CH:25][C:24]([CH3:27])=[CH:23][C:22]=3[F:28])=[N:15][CH:16]=[N:17]2)=[CH:12][C:11]=1OC)C1C=CC=CC=1.[C:31](O)(C(F)(F)F)=[O:32], predict the reaction product. The product is: [F:28][C:22]1[CH:23]=[C:24]([CH3:27])[CH:25]=[CH:26][C:21]=1[NH:20][C:14]1[C:13]2[C:18](=[CH:19][C:10]([OH:9])=[CH:11][CH:12]=2)[N:17]=[C:16]([O:32][CH3:31])[N:15]=1. (2) Given the reactants [CH:1]1([CH2:4][N:5]2[C:10]([NH:11][NH2:12])=[CH:9][C:8](=[O:13])[N:7]([CH3:14])[C:6]2=[O:15])[CH2:3][CH2:2]1.[Cl:16][C:17]1[CH:18]=[C:19]2[C:23](=[CH:24][CH:25]=1)[NH:22][CH:21]=[C:20]2[CH:26]=O.[C:28]([C:31]1[CH:32]=[C:33]([CH:37]=O)[N:34]([CH3:36])[CH:35]=1)(=[O:30])[CH3:29], predict the reaction product. The product is: [C:28]([C:31]1[CH:32]=[C:33]([C:37]2[N:12]([CH2:26][C:20]3[C:19]4[C:23](=[CH:24][CH:25]=[C:17]([Cl:16])[CH:18]=4)[NH:22][CH:21]=3)[N:11]=[C:10]3[C:9]=2[C:8](=[O:13])[N:7]([CH3:14])[C:6](=[O:15])[N:5]3[CH2:4][CH:1]2[CH2:2][CH2:3]2)[N:34]([CH3:36])[CH:35]=1)(=[O:30])[CH3:29]. (3) Given the reactants Cl.[F:2][C:3]1[CH:8]=[CH:7][C:6]([S:9]([N:12]2[CH2:17][CH2:16][NH:15][CH2:14][C:13]2=[O:18])(=[O:11])=[O:10])=[C:5]([N+:19]([O-:21])=[O:20])[CH:4]=1.[CH:22]([O:35][C:36]([NH:38][C:39]1[N:47]=[CH:46][N:45]=[C:44]2[C:40]=1[N:41]=[CH:42][N:43]2[CH2:48][C:49](O)=[O:50])=[O:37])([C:29]1[CH:34]=[CH:33][CH:32]=[CH:31][CH:30]=1)[C:23]1[CH:28]=[CH:27][CH:26]=[CH:25][CH:24]=1, predict the reaction product. The product is: [CH:22]([O:35][C:36]([NH:38][C:39]1[N:47]=[CH:46][N:45]=[C:44]2[C:40]=1[N:41]=[CH:42][N:43]2[CH2:48][C:49]([N:15]1[CH2:16][CH2:17][N:12]([S:9]([C:6]2[CH:7]=[CH:8][C:3]([F:2])=[CH:4][C:5]=2[N+:19]([O-:21])=[O:20])(=[O:11])=[O:10])[C:13](=[O:18])[CH2:14]1)=[O:50])=[O:37])([C:23]1[CH:28]=[CH:27][CH:26]=[CH:25][CH:24]=1)[C:29]1[CH:30]=[CH:31][CH:32]=[CH:33][CH:34]=1. (4) Given the reactants [CH2:1]([O:3][C:4](=[O:22])[CH:5]([N:14]=[CH:15][C:16]1[CH:21]=[CH:20][CH:19]=[CH:18][CH:17]=1)[C:6]1[CH:11]=[CH:10][C:9]([Cl:12])=[C:8]([Cl:13])[CH:7]=1)[CH3:2].[OH-].[Na+].[CH2:25](Br)[CH:26]=[CH2:27].S([O-])([O-])(=O)=O.C([N+](CCCC)(CCCC)CCCC)CCC.C([N+](CCCC)(CCCC)CCCC)CCC, predict the reaction product. The product is: [CH:15](=[N:14][C:5]([C:6]1[CH:11]=[CH:10][C:9]([Cl:12])=[C:8]([Cl:13])[CH:7]=1)([CH2:27][CH:26]=[CH2:25])[C:4]([O:3][CH2:1][CH3:2])=[O:22])[C:16]1[CH:17]=[CH:18][CH:19]=[CH:20][CH:21]=1. (5) Given the reactants [OH:1]CC#CCOC1C=CC(C(NC[C@H](N2CCN(S(C)(=O)=O)CC2)C(O)=O)=O)=CC=1.[OH:31][CH2:32][C:33]#[C:34][CH2:35][O:36][C:37]1[CH:61]=[CH:60][C:40]([C:41]([NH:43][CH2:44][C@@H:45]([C:56](=[O:59])[NH:57]O)[N:46]2[CH2:51][CH2:50][N:49]([S:52]([CH3:55])(=[O:54])=[O:53])[CH2:48][CH2:47]2)=[O:42])=[CH:39][CH:38]=1, predict the reaction product. The product is: [OH:31][CH2:32][C:33]#[C:34][CH2:35][O:36][C:37]1[CH:61]=[CH:60][C:40]([C:41]([NH:43][CH2:44][C@@:45]([C:56](=[O:59])[NH2:57])([OH:1])[N:46]2[CH2:51][CH2:50][N:49]([S:52]([CH3:55])(=[O:54])=[O:53])[CH2:48][CH2:47]2)=[O:42])=[CH:39][CH:38]=1. (6) Given the reactants [C:1]([C:5]1[CH:6]=[C:7]([NH:18][C:19]([NH:21][C@@H:22]2[C:31]3[C:26](=[CH:27][CH:28]=[CH:29][CH:30]=3)[C@H:25]([O:32][C:33]3[CH:34]=[CH:35][C:36]4[N:37]([C:39]([N:42]5[CH2:47][CH2:46][CH2:45][CH2:44][C@@H:43]5[CH3:48])=[N:40][N:41]=4)[CH:38]=3)[CH2:24][CH2:23]2)=[O:20])[N:8]([C:10]2[CH:15]=[CH:14][C:13]([CH:16]=O)=[CH:12][CH:11]=2)[N:9]=1)([CH3:4])([CH3:3])[CH3:2].[NH:49]1[CH2:54][CH2:53][O:52][CH2:51][CH2:50]1.C(O[BH-](OC(=O)C)OC(=O)C)(=O)C.[Na+].O, predict the reaction product. The product is: [C:1]([C:5]1[CH:6]=[C:7]([NH:18][C:19]([NH:21][C@@H:22]2[C:31]3[C:26](=[CH:27][CH:28]=[CH:29][CH:30]=3)[C@H:25]([O:32][C:33]3[CH:34]=[CH:35][C:36]4[N:37]([C:39]([N:42]5[CH2:47][CH2:46][CH2:45][CH2:44][C@@H:43]5[CH3:48])=[N:40][N:41]=4)[CH:38]=3)[CH2:24][CH2:23]2)=[O:20])[N:8]([C:10]2[CH:15]=[CH:14][C:13]([CH2:16][N:49]3[CH2:54][CH2:53][O:52][CH2:51][CH2:50]3)=[CH:12][CH:11]=2)[N:9]=1)([CH3:4])([CH3:2])[CH3:3]. (7) Given the reactants [CH3:1][N:2]([C:12]1[N:17]=[C:16]([C:18]2[CH:23]=[CH:22][CH:21]=[CH:20][CH:19]=2)[CH:15]=[CH:14][N:13]=1)[C:3]1[CH:8]=[CH:7][N:6]=[C:5](S(C)=O)[N:4]=1.[Cl:24][C:25]1[CH:30]=[CH:29][CH:28]=[CH:27][C:26]=1[CH2:31][CH2:32][NH2:33], predict the reaction product. The product is: [Cl:24][C:25]1[CH:30]=[CH:29][CH:28]=[CH:27][C:26]=1[CH2:31][CH2:32][NH:33][C:5]1[N:4]=[C:3]([N:2]([CH3:1])[C:12]2[N:17]=[C:16]([C:18]3[CH:23]=[CH:22][CH:21]=[CH:20][CH:19]=3)[CH:15]=[CH:14][N:13]=2)[CH:8]=[CH:7][N:6]=1. (8) Given the reactants [Br:1][C:2]1[CH:7]=[CH:6][C:5]([CH2:8][C:9]([OH:11])=O)=[CH:4][CH:3]=1.[NH2:12][CH:13]([CH2:21][CH3:22])[C:14]([O:16][CH2:17][CH:18]([CH3:20])[CH3:19])=[O:15], predict the reaction product. The product is: [CH2:17]([O:16][C:14](=[O:15])[CH:13]([NH:12][C:9](=[O:11])[CH2:8][C:5]1[CH:4]=[CH:3][C:2]([Br:1])=[CH:7][CH:6]=1)[CH2:21][CH3:22])[CH:18]([CH3:19])[CH3:20]. (9) Given the reactants [CH2:1]([C:3]1[C:4]([O:14][CH3:15])=[N:5][C:6]([CH3:13])=[C:7]([CH:12]=1)[C:8]([NH:10][OH:11])=[NH:9])[CH3:2].[CH2:16](OC(OCC)OCC)C.B(F)(F)F.CCOCC, predict the reaction product. The product is: [CH2:1]([C:3]1[C:4]([O:14][CH3:15])=[N:5][C:6]([CH3:13])=[C:7]([C:8]2[N:9]=[CH:16][O:11][N:10]=2)[CH:12]=1)[CH3:2].